Dataset: Reaction yield outcomes from USPTO patents with 853,638 reactions. Task: Predict the reaction yield, written as a fraction of the theoretical maximum amount of product (1.0 means a 100% yield; for example, 0.34 means a 34% yield). (1) The reactants are C[O:2][C:3]([C:5]1[C:6]2[CH:7]=[CH:8][CH:9]=[N:10][C:11]=2[C:12]([O:27][CH:28]([C:35]2[CH:40]=[CH:39][CH:38]=[CH:37][CH:36]=2)[C:29]2[CH:34]=[CH:33][CH:32]=[CH:31][CH:30]=2)=[C:13]2[C:17](=[O:18])[N:16]([CH2:19][C:20]3[CH:25]=[CH:24][C:23]([F:26])=[CH:22][CH:21]=3)[CH2:15][C:14]=12)=[O:4].O.[Li+].[OH-]. The catalyst is O1CCCC1. The product is [CH:28]([O:27][C:12]1[C:11]2[N:10]=[CH:9][CH:8]=[CH:7][C:6]=2[C:5]([C:3]([OH:4])=[O:2])=[C:14]2[CH2:15][N:16]([CH2:19][C:20]3[CH:25]=[CH:24][C:23]([F:26])=[CH:22][CH:21]=3)[C:17](=[O:18])[C:13]=12)([C:35]1[CH:36]=[CH:37][CH:38]=[CH:39][CH:40]=1)[C:29]1[CH:34]=[CH:33][CH:32]=[CH:31][CH:30]=1. The yield is 0.980. (2) The product is [N:1]1[C:10]2[C:5](=[CH:6][CH:7]=[CH:8][CH:9]=2)[C:4]([C:11](=[O:13])[CH3:12])=[CH:3][CH:2]=1. The yield is 1.00. The catalyst is ClCCl.[O-2].[Mn+2]. The reactants are [N:1]1[C:10]2[C:5](=[CH:6][CH:7]=[CH:8][CH:9]=2)[C:4]([CH:11]([OH:13])[CH3:12])=[CH:3][CH:2]=1. (3) The reactants are [C:1]([C:3]1[CH:4]=[C:5]([CH3:16])[C:6]([C:9]([O:11]C(C)(C)C)=[O:10])=[N:7][CH:8]=1)#[N:2].C(O)(C(F)(F)F)=O. The catalyst is C(Cl)Cl. The product is [C:1]([C:3]1[CH:4]=[C:5]([CH3:16])[C:6]([C:9]([OH:11])=[O:10])=[N:7][CH:8]=1)#[N:2]. The yield is 0.940. (4) The reactants are [C:1]([O:5][C:6]([NH:8][CH2:9][C:10]([O:12][CH2:13][CH2:14][C:15]([CH3:26])([CH3:25])[CH2:16][O:17][Si](C)(C)C(C)(C)C)=[O:11])=[O:7])([CH3:4])([CH3:3])[CH3:2].F.F.F.C(N(CC)CC)C. The catalyst is O1CCCC1. The product is [C:1]([O:5][C:6]([NH:8][CH2:9][C:10]([O:12][CH2:13][CH2:14][C:15]([CH3:26])([CH3:25])[CH2:16][OH:17])=[O:11])=[O:7])([CH3:4])([CH3:3])[CH3:2]. The yield is 0.630.